From a dataset of Reaction yield outcomes from USPTO patents with 853,638 reactions. Predict the reaction yield, written as a fraction of the theoretical maximum amount of product (1.0 means a 100% yield; for example, 0.34 means a 34% yield). (1) The reactants are [CH3:1][N:2]([CH3:8])[C@H:3]1[CH2:7][CH2:6][NH:5][CH2:4]1.[CH2:9](N(CC)CC)C.F[C:17]1[C:18]([C:37]2[CH:42]=[CH:41][CH:40]=[CH:39][CH:38]=2)=[C:19]([CH3:36])[C:20]([C:34]#[N:35])=[C:21]2[C:25]=1[O:24][C:23]([NH:27][C:28]1[CH:33]=[CH:32][CH:31]=[CH:30][N:29]=1)(C)[NH:22]2. The catalyst is CS(C)=O. The product is [CH3:1][N:2]([CH3:8])[C@H:3]1[CH2:7][CH2:6][N:5]([C:17]2[C:18]([C:37]3[CH:42]=[CH:41][CH:40]=[CH:39][CH:38]=3)=[C:19]([CH3:36])[C:20]([C:34]#[N:35])=[C:21]3[C:25]=2[O:24][C:23]([N:27]([CH3:9])[C:28]2[CH:33]=[CH:32][CH:31]=[CH:30][N:29]=2)=[N:22]3)[CH2:4]1. The yield is 0.264. (2) The reactants are [NH2:1][C:2]1[N:7]=[CH:6][N:5]=[C:4]2[N:8]([CH2:12][C:13]3[O:14][C:15]4[C:20]([C:21](=[O:29])[C:22]=3[C:23]3[CH:28]=[CH:27][CH:26]=[CH:25][CH:24]=3)=[CH:19][CH:18]=[CH:17][CH:16]=4)[N:9]=[C:10](I)[C:3]=12.C([N:37]1[CH:41]=[C:40](B2OC(C)(C)C(C)(C)O2)[CH:39]=[N:38]1)(OC(C)(C)C)=O.C(=O)([O-])[O-].[Na+].[Na+].ClCCl. The catalyst is CN(C=O)C.C(O)C.O. The product is [NH2:1][C:2]1[N:7]=[CH:6][N:5]=[C:4]2[N:8]([CH2:12][C:13]3[O:14][C:15]4[C:20]([C:21](=[O:29])[C:22]=3[C:23]3[CH:28]=[CH:27][CH:26]=[CH:25][CH:24]=3)=[CH:19][CH:18]=[CH:17][CH:16]=4)[N:9]=[C:10]([C:40]3[CH:41]=[N:37][NH:38][CH:39]=3)[C:3]=12. The yield is 0.290. (3) The reactants are C([O:4][CH2:5][C@@H:6]1[C@@H:11]([O:12]C(=O)C)[C@H:10]([O:16]C(=O)C)[C@H:9]([O:20]C(=O)C)[C@@H:8]([CH2:24]/[CH:25]=[CH:26]/[C:27]2[CH:32]=[CH:31][C:30]([C:33]#[C:34][C:35]3[CH:40]=[CH:39][C:38]([C@@H:41]4[C@@H:46]([O:47]C(=O)C)[C@@H:45]([O:51]C(=O)C)[C@H:44]([O:55]C(=O)C)[C@@H:43]([CH2:59][O:60]C(=O)C)[O:42]4)=[CH:37][CH:36]=3)=[CH:29][CH:28]=2)[O:7]1)(=O)C.CO[Na]. The catalyst is CO. The product is [OH:4][CH2:5][C@@H:6]1[C@@H:11]([OH:12])[C@H:10]([OH:16])[C@H:9]([OH:20])[C@@H:8]([CH2:24]/[CH:25]=[CH:26]/[C:27]2[CH:28]=[CH:29][C:30]([C:33]#[C:34][C:35]3[CH:40]=[CH:39][C:38]([C@@H:41]4[C@@H:46]([OH:47])[C@@H:45]([OH:51])[C@H:44]([OH:55])[C@@H:43]([CH2:59][OH:60])[O:42]4)=[CH:37][CH:36]=3)=[CH:31][CH:32]=2)[O:7]1. The yield is 0.200. (4) The reactants are [CH3:1][O:2][C:3]1[CH:4]=[C:5]([C:13]2[CH:21]=[C:20]3[C:16]([CH:17]=[N:18][NH:19]3)=[CH:15][CH:14]=2)[CH:6]=[CH:7][C:8]=1[O:9][CH2:10][O:11][CH3:12].II.[C:24]([O-])(=[O:26])C.CCCCCC.C(OCC)(=O)C.CCCCCC. The catalyst is O1CCOCC1.[OH-].[Na+]. The product is [CH3:1][O:2][C:3]1[CH:4]=[C:5]([C:13]2[CH:21]=[C:20]3[C:16]([C:17]([CH:24]=[O:26])=[N:18][NH:19]3)=[CH:15][CH:14]=2)[CH:6]=[CH:7][C:8]=1[O:9][CH2:10][O:11][CH3:12]. The yield is 0.710. (5) The reactants are [C:1]([NH:4][C:5]1[S:6][CH:7]=[C:8]([C:10]2[CH:15]=[CH:14][C:13]([C:16]3[C:21]([Cl:22])=[CH:20][C:19]([NH:23][C:24](=[O:34])[CH2:25][C:26]4[CH:31]=[CH:30][CH:29]=[C:28]([O:32][CH3:33])[CH:27]=4)=[C:18]([C:35]([O:37]C)=O)[CH:17]=3)=[CH:12][CH:11]=2)[N:9]=1)(=[O:3])[CH3:2].C[Si]([N-][Si](C)(C)C)(C)C.[K+].Cl. The catalyst is O1CCCC1. The product is [Cl:22][C:21]1[CH:20]=[C:19]2[C:18]([C:35]([OH:37])=[C:25]([C:26]3[CH:31]=[CH:30][CH:29]=[C:28]([O:32][CH3:33])[CH:27]=3)[C:24](=[O:34])[NH:23]2)=[CH:17][C:16]=1[C:13]1[CH:14]=[CH:15][C:10]([C:8]2[N:9]=[C:5]([NH:4][C:1](=[O:3])[CH3:2])[S:6][CH:7]=2)=[CH:11][CH:12]=1. The yield is 0.523. (6) The reactants are [CH:1]1([C:4]2[N:5]=[CH:6][C:7]([C:15]([OH:17])=O)=[N:8][C:9]=2[O:10][CH2:11][CH:12]2[CH2:14][CH2:13]2)[CH2:3][CH2:2]1.CCN(C(C)C)C(C)C.[NH2:27][C:28]([CH3:34])([CH3:33])[CH2:29][CH2:30][CH2:31][OH:32]. The catalyst is CN(C=O)C. The product is [OH:32][CH2:31][CH2:30][CH2:29][C:28]([NH:27][C:15]([C:7]1[CH:6]=[N:5][C:4]([CH:1]2[CH2:2][CH2:3]2)=[C:9]([O:10][CH2:11][CH:12]2[CH2:13][CH2:14]2)[N:8]=1)=[O:17])([CH3:34])[CH3:33]. The yield is 0.703. (7) The reactants are BrC1C=C(C=C(C(C2C=CC=C(OC(F)F)C=2)(C)C)C=1)N.[Cl:22][C:23]1[CH:24]=[C:25]([C:32]([C:35]2[NH:36][CH:37]=[CH:38][CH:39]=2)([CH3:34])[CH3:33])[CH:26]=[C:27]([N+:29]([O-])=O)[CH:28]=1. No catalyst specified. The product is [NH:36]1[CH:37]=[CH:38][CH:39]=[C:35]1[C:32]([C:25]1[CH:26]=[C:27]([CH:28]=[C:23]([Cl:22])[CH:24]=1)[NH2:29])([CH3:34])[CH3:33]. The yield is 0.890. (8) The reactants are Br.[NH2:2][C:3]1[C:8]([CH:9]=O)=[CH:7][C:6]([Br:11])=[CH:5][N:4]=1.C(N(CC)CC)C.[NH2:19][CH2:20][CH2:21][CH2:22][N:23]1[CH2:28][CH2:27][O:26][CH2:25][CH2:24]1.[BH4-].[Na+]. The catalyst is CO. The product is [Br:11][C:6]1[CH:7]=[C:8]([CH2:9][NH:19][CH2:20][CH2:21][CH2:22][N:23]2[CH2:28][CH2:27][O:26][CH2:25][CH2:24]2)[C:3]([NH2:2])=[N:4][CH:5]=1. The yield is 0.540. (9) The reactants are [CH2:1]([CH:3]([NH2:6])[CH2:4][CH3:5])[CH3:2].N1C=CC=CC=1.Cl[C:14]([O:16][C:17]1[CH:22]=[CH:21][CH:20]=[CH:19][CH:18]=1)=[O:15].O. The catalyst is O1CCCC1.CCCCCC. The product is [CH2:1]([CH:3]([NH:6][C:14](=[O:15])[O:16][C:17]1[CH:22]=[CH:21][CH:20]=[CH:19][CH:18]=1)[CH2:4][CH3:5])[CH3:2]. The yield is 0.591. (10) The product is [CH3:8][C:5]1[CH:4]=[CH:3][C:2]([CH:17]=[O:18])=[CH:7][N:6]=1. The yield is 0.720. The reactants are Br[C:2]1[CH:3]=[CH:4][C:5]([CH3:8])=[N:6][CH:7]=1.[Li]CCCC.CN([CH:17]=[O:18])C. The catalyst is C1COCC1.